From a dataset of Reaction yield outcomes from USPTO patents with 853,638 reactions. Predict the reaction yield, written as a fraction of the theoretical maximum amount of product (1.0 means a 100% yield; for example, 0.34 means a 34% yield). (1) The reactants are C1(P(C2C=CC=CC=2)C2C=CC=CC=2)C=CC=CC=1.[C:20]([Br:24])(Br)(Br)Br.[Br:25][C:26]1[CH:31]=[CH:30][C:29](CO)=[C:28]([CH3:34])[CH:27]=1. The catalyst is C(Cl)Cl. The product is [Br:25][C:26]1[CH:31]=[CH:30][C:29]([CH2:20][Br:24])=[C:28]([CH3:34])[CH:27]=1. The yield is 0.810. (2) The reactants are [OH:1][CH2:2][CH2:3][N:4]1[CH2:9][CH2:8][NH:7][CH2:6][CH2:5]1.C(=O)([O-])[O-].[Na+].[Na+].Cl[C:17]1[N:22]=[C:21]([NH:23][C:24]([NH:26][CH2:27][CH3:28])=[O:25])[CH:20]=[N:19][CH:18]=1. The catalyst is C(O)CCC. The product is [CH2:27]([NH:26][C:24]([NH:23][C:21]1[N:22]=[C:17]([N:7]2[CH2:8][CH2:9][N:4]([CH2:3][CH2:2][OH:1])[CH2:5][CH2:6]2)[CH:18]=[N:19][CH:20]=1)=[O:25])[CH3:28]. The yield is 0.220. (3) The reactants are [F:1][C:2]([F:15])([F:14])[C:3](=O)[CH2:4][C:5]([C:7]1[CH:12]=[CH:11][CH:10]=[CH:9][CH:8]=1)=O.[NH2:16][C:17]1[C:21]([C:22]([O:24][CH2:25][CH3:26])=[O:23])=[CH:20][NH:19][N:18]=1. The catalyst is CC(O)=O. The product is [C:7]1([CH:5]2[CH2:4][CH:3]([C:2]([F:15])([F:14])[F:1])[N:18]3[N:19]=[CH:20][C:21]([C:22]([O:24][CH2:25][CH3:26])=[O:23])=[C:17]3[NH:16]2)[CH:12]=[CH:11][CH:10]=[CH:9][CH:8]=1. The yield is 0.790. (4) The reactants are [C:1]([N:11]1[CH2:15][CH2:14][C:13]([C:19]2[CH:24]=[CH:23][CH:22]=[CH:21][CH:20]=2)([CH2:16][CH2:17][OH:18])[CH2:12]1)([O:3][CH2:4][C:5]1[CH:10]=[CH:9][CH:8]=[CH:7][CH:6]=1)=[O:2].C(N(CC)CC)C.[CH3:32][S:33](Cl)(=[O:35])=[O:34].CO.ClCCl. The catalyst is ClCCl. The product is [NH3:11].[C:1]([N:11]1[CH2:15][CH2:14][C:13]([C:19]2[CH:24]=[CH:23][CH:22]=[CH:21][CH:20]=2)([CH2:16][CH2:17][O:18][S:33]([CH3:32])(=[O:35])=[O:34])[CH2:12]1)([O:3][CH2:4][C:5]1[CH:6]=[CH:7][CH:8]=[CH:9][CH:10]=1)=[O:2]. The yield is 0.0100. (5) The reactants are [Br:1][C:2]1[CH:3]=[C:4]2[C:8](=[CH:9][CH:10]=1)[N:7]([CH:11]([CH2:15][CH:16]([CH3:18])[CH3:17])[C:12]([OH:14])=[O:13])[C:6](=[O:19])[C:5]2=O.O.NN. No catalyst specified. The product is [Br:1][C:2]1[CH:3]=[C:4]2[C:8](=[CH:9][CH:10]=1)[N:7]([CH:11]([CH2:15][CH:16]([CH3:17])[CH3:18])[C:12]([OH:14])=[O:13])[C:6](=[O:19])[CH2:5]2. The yield is 0.920. (6) The reactants are IC.[CH2:3]([C:6]1[C:15]2[C:10](=[CH:11][CH:12]=[C:13]([Br:16])[CH:14]=2)[CH:9]=[CH:8][C:7]=1[OH:17])[CH:4]=[CH2:5].[C:18](=O)([O-])[O-].[Cs+].[Cs+]. The catalyst is CN(C=O)C.O. The product is [CH2:3]([C:6]1[C:15]2[C:10](=[CH:11][CH:12]=[C:13]([Br:16])[CH:14]=2)[CH:9]=[CH:8][C:7]=1[O:17][CH3:18])[CH:4]=[CH2:5]. The yield is 0.910.